This data is from Reaction yield outcomes from USPTO patents with 853,638 reactions. The task is: Predict the reaction yield, written as a fraction of the theoretical maximum amount of product (1.0 means a 100% yield; for example, 0.34 means a 34% yield). (1) The yield is 0.350. The catalyst is C(#N)C. The reactants are Br[CH:2]([C:8]([O:10][CH2:11][CH3:12])=[O:9])[C:3]([O:5][CH2:6][CH3:7])=[O:4].Cl.Cl.[CH2:15]([N:22]1[CH2:29][CH:28]2[O:30][CH:24]([CH2:25][NH:26][CH2:27]2)[CH2:23]1)[C:16]1[CH:21]=[CH:20][CH:19]=[CH:18][CH:17]=1.C(=O)([O-])[O-].[K+].[K+]. The product is [CH2:15]([N:22]1[CH2:29][CH:28]2[O:30][CH:24]([CH2:25][N:26]([CH:2]([C:8]([O:10][CH2:11][CH3:12])=[O:9])[C:3]([O:5][CH2:6][CH3:7])=[O:4])[CH2:27]2)[CH2:23]1)[C:16]1[CH:17]=[CH:18][CH:19]=[CH:20][CH:21]=1. (2) The reactants are [OH:1][C:2]1[C:3]([CH3:19])=[C:4]2[C:9](=[CH:10][CH:11]=1)[CH2:8][N:7]([C:12]([O:14][C:15]([CH3:18])([CH3:17])[CH3:16])=[O:13])[CH2:6][CH2:5]2.N1C=CC=CC=1.[F:26][C:27]([F:40])([F:39])[S:28](O[S:28]([C:27]([F:40])([F:39])[F:26])(=[O:30])=[O:29])(=[O:30])=[O:29]. The catalyst is C(Cl)Cl. The product is [CH3:19][C:3]1[C:2]([O:1][S:28]([C:27]([F:40])([F:39])[F:26])(=[O:30])=[O:29])=[CH:11][CH:10]=[C:9]2[C:4]=1[CH2:5][CH2:6][N:7]([C:12]([O:14][C:15]([CH3:16])([CH3:18])[CH3:17])=[O:13])[CH2:8]2. The yield is 1.02. (3) The reactants are [Si:1]([O:8][C@@H:9]1[C@H:13]([CH2:14][O:15][Si:16]([C:19]([CH3:22])([CH3:21])[CH3:20])([CH3:18])[CH3:17])[CH2:12][C@@H:11]([NH2:23])[CH2:10]1)([C:4]([CH3:7])([CH3:6])[CH3:5])([CH3:3])[CH3:2].[Cl:24][C:25]1[CH:30]=[C:29](Cl)[N:28]=[CH:27][N:26]=1.CCN(CC)CC. The catalyst is CCO. The product is [Si:1]([O:8][C@@H:9]1[C@H:13]([CH2:14][O:15][Si:16]([C:19]([CH3:22])([CH3:21])[CH3:20])([CH3:17])[CH3:18])[CH2:12][C@@H:11]([NH:23][C:29]2[CH:30]=[C:25]([Cl:24])[N:26]=[CH:27][N:28]=2)[CH2:10]1)([C:4]([CH3:7])([CH3:6])[CH3:5])([CH3:3])[CH3:2]. The yield is 0.570. (4) The catalyst is CO. The reactants are [CH3:1][N:2]1[CH:6]=[CH:5][N:4]=[C:3]1[CH:7]1[C:16](=O)[C:15]2[C:14]([C:18]([O:20]CC)=O)=[CH:13][CH:12]=[CH:11][C:10]=2[NH:9][CH:8]1[C:23]1[CH:28]=[CH:27][C:26]([C:29]([F:32])([F:31])[F:30])=[CH:25][CH:24]=1.O.[NH2:34][NH2:35]. The yield is 0.180. The product is [CH3:1][N:2]1[CH:6]=[CH:5][N:4]=[C:3]1[CH:7]1[C:16]2=[N:34][NH:35][C:18](=[O:20])[C:14]3[CH:13]=[CH:12][CH:11]=[C:10]([C:15]=32)[NH:9][CH:8]1[C:23]1[CH:28]=[CH:27][C:26]([C:29]([F:32])([F:31])[F:30])=[CH:25][CH:24]=1. (5) The reactants are [OH:1][CH:2]1[CH2:7][CH2:6][N:5]([C:8]([O:10][C:11]([CH3:14])([CH3:13])[CH3:12])=[O:9])[CH2:4][CH2:3]1.C(N(CC)CC)C.[CH3:22][S:23](Cl)(=[O:25])=[O:24]. The catalyst is C(Cl)Cl. The product is [CH3:22][S:23]([O:1][CH:2]1[CH2:3][CH2:4][N:5]([C:8]([O:10][C:11]([CH3:14])([CH3:13])[CH3:12])=[O:9])[CH2:6][CH2:7]1)(=[O:25])=[O:24]. The yield is 0.980.